This data is from Reaction yield outcomes from USPTO patents with 853,638 reactions. The task is: Predict the reaction yield, written as a fraction of the theoretical maximum amount of product (1.0 means a 100% yield; for example, 0.34 means a 34% yield). (1) The reactants are [C:1]([O:4][C:5]1[CH:10]=[CH:9][C:8]([CH2:11]O)=[CH:7][CH:6]=1)(=[O:3])[CH3:2].C(Br)(Br)(Br)[Br:14].C1(P(C2C=CC=CC=2)C2C=CC=CC=2)C=CC=CC=1. The catalyst is C(Cl)Cl. The product is [C:1]([O:4][C:5]1[CH:10]=[CH:9][C:8]([CH2:11][Br:14])=[CH:7][CH:6]=1)(=[O:3])[CH3:2]. The yield is 0.790. (2) The reactants are C(N(CC)CC)C.[I:8][C:9]1[CH:18]=[C:17]2[C:12]([C:13](=[O:19])[NH:14][CH:15]=[N:16]2)=[CH:11][C:10]=1[N+:20]([O-:22])=[O:21].[CH3:23][O:24][C:25]1[CH:32]=[CH:31][C:28]([CH2:29]Cl)=[CH:27][CH:26]=1.O. The catalyst is CN(C=O)C. The product is [I:8][C:9]1[CH:18]=[C:17]2[C:12]([C:13](=[O:19])[N:14]([CH2:29][C:28]3[CH:31]=[CH:32][C:25]([O:24][CH3:23])=[CH:26][CH:27]=3)[CH:15]=[N:16]2)=[CH:11][C:10]=1[N+:20]([O-:22])=[O:21]. The yield is 0.890.